The task is: Binary Classification. Given a drug SMILES string, predict its activity (active/inactive) in a high-throughput screening assay against a specified biological target.. This data is from Choline transporter screen with 302,306 compounds. (1) The compound is O(c1c2c(n(c(c2c(=O)ccc1)C)CC(=O)c1ccccc1)C)CC. The result is 0 (inactive). (2) The drug is O(c1cc(ccc1)C)CC(=O)N\N=C\c1c(cccc1)C(O)=O. The result is 0 (inactive). (3) The result is 0 (inactive). The drug is O=C(NC1CCCC1)CN(c1c(OC)cccc1)C(=O)c1cn(nc1)C(C)C. (4) The molecule is Clc1ccc(C(=O)C2NN=C(C2c2ccc(OC)cc2)C(OCC)=O)cc1. The result is 0 (inactive).